From a dataset of Full USPTO retrosynthesis dataset with 1.9M reactions from patents (1976-2016). Predict the reactants needed to synthesize the given product. (1) Given the product [N+:12]([C:3]1[CH:4]=[N:5][C:6]2[C:11]([C:2]=1[NH:22][CH2:23][CH2:24][CH2:25][CH2:26][OH:27])=[CH:10][CH:9]=[CH:8][CH:7]=2)([O-:14])=[O:13], predict the reactants needed to synthesize it. The reactants are: Cl[C:2]1[C:11]2[C:6](=[CH:7][CH:8]=[CH:9][CH:10]=2)[N:5]=[CH:4][C:3]=1[N+:12]([O-:14])=[O:13].C(N(CC)CC)C.[NH2:22][CH2:23][CH2:24][CH2:25][CH2:26][OH:27].O. (2) Given the product [Cl:1][C:2]1[CH:3]=[C:4]([NH:16][C:17]2[C:26]3[C:21](=[CH:22][C:23]([O:39][CH2:40][CH3:41])=[C:24]([NH:27][C:28](=[O:38])/[CH:29]=[CH:68]/[CH:63]4[CH2:64][CH2:65][CH2:66][CH2:67][N:62]4[CH3:61])[CH:25]=3)[N:20]=[CH:19][C:18]=2[C:42]#[N:43])[CH:5]=[CH:6][C:7]=1[O:8][CH2:9][C:10]1[CH:15]=[CH:14][CH:13]=[CH:12][N:11]=1, predict the reactants needed to synthesize it. The reactants are: [Cl:1][C:2]1[CH:3]=[C:4]([NH:16][C:17]2[C:26]3[C:21](=[CH:22][C:23]([O:39][CH2:40][CH3:41])=[C:24]([NH:27][C:28](=[O:38])[CH2:29]P(OCC)(OCC)=O)[CH:25]=3)[N:20]=[CH:19][C:18]=2[C:42]#[N:43])[CH:5]=[CH:6][C:7]=1[O:8][CH2:9][C:10]1[CH:15]=[CH:14][CH:13]=[CH:12][N:11]=1.C[Si]([N-][Si](C)(C)C)(C)C.[Li+].C1(C)C=CC=CC=1.[CH3:61][N:62]1[CH2:67][CH2:66][CH2:65][CH2:64][CH:63]1[CH:68]=O. (3) The reactants are: [Cl:1][S:2]([C:5]1[S:9][C:8]([CH3:10])=[C:7]([C:11]([OH:13])=O)[CH:6]=1)(=[O:4])=[O:3].CN(C)C=O.C(Cl)(=O)C([Cl:22])=O. Given the product [Cl:1][S:2]([C:5]1[S:9][C:8]([CH3:10])=[C:7]([C:11]([Cl:22])=[O:13])[CH:6]=1)(=[O:4])=[O:3], predict the reactants needed to synthesize it. (4) Given the product [Cl:1][C:2]1[CH:3]=[C:4]2[C@@:11]3([CH2:15][CH2:14][N:13]([C:16]([O:18][CH3:19])=[O:17])[CH2:12]3)[CH2:10][N:9]([C:27](=[O:26])[NH:29][C:30]3[S:31][C:32]([F:35])=[CH:33][N:34]=3)[C:5]2=[CH:6][C:7]=1[Cl:8], predict the reactants needed to synthesize it. The reactants are: [Cl:1][C:2]1[CH:3]=[C:4]2[C@@:11]3([CH2:15][CH2:14][N:13]([C:16]([O:18][C:19](C)(C)C)=[O:17])[CH2:12]3)[CH2:10][NH:9][C:5]2=[CH:6][C:7]=1[Cl:8].ClC([O:26][CH3:27])=O.Cl.[NH2:29][C:30]1[S:31][C:32]([F:35])=[CH:33][N:34]=1. (5) Given the product [CH2:1]([O:8][CH2:9][CH2:10][NH:11][C:12]1[CH:17]=[C:16]([CH3:18])[N:15]=[C:14]([O:19][C:20]2[CH:21]=[CH:22][CH:23]=[CH:24][CH:25]=2)[C:13]=1[NH2:26])[C:2]1[CH:7]=[CH:6][CH:5]=[CH:4][CH:3]=1, predict the reactants needed to synthesize it. The reactants are: [CH2:1]([O:8][CH2:9][CH2:10][NH:11][C:12]1[CH:17]=[C:16]([CH3:18])[N:15]=[C:14]([O:19][C:20]2[CH:25]=[CH:24][CH:23]=[CH:22][CH:21]=2)[C:13]=1[N+:26]([O-])=O)[C:2]1[CH:7]=[CH:6][CH:5]=[CH:4][CH:3]=1.